This data is from Forward reaction prediction with 1.9M reactions from USPTO patents (1976-2016). The task is: Predict the product of the given reaction. (1) Given the reactants FC(F)(F)S(O[C:7]1[CH:8]2[CH2:14][CH2:13][CH:11]([CH:12]=1)[N:10]([C:15]1[CH:20]=[CH:19][C:18]([O:21][CH3:22])=[CH:17][CH:16]=1)[CH2:9]2)(=O)=O.[C:25]([O-])(=O)C.[K+].Cl[C:31]1[N:36]=[C:35]2[N:37]([CH3:45])[C:38](=[O:44])[N:39]([CH2:40][CH:41]3[CH2:43][CH2:42]3)[C:34]2=[CH:33][CH:32]=1.C([O-])([O-])=O.[Cs+].[Cs+], predict the reaction product. The product is: [CH3:25][C:41]([CH3:42])([CH3:43])[CH2:40][N:39]1[C:34]2[C:35](=[N:36][C:31]([C:7]3[CH:8]4[CH2:14][CH2:13][CH:11]([CH:12]=3)[N:10]([C:15]3[CH:20]=[CH:19][C:18]([O:21][CH3:22])=[CH:17][CH:16]=3)[CH2:9]4)=[CH:32][CH:33]=2)[N:37]([CH3:45])[C:38]1=[O:44]. (2) The product is: [CH:25]([O:24][CH2:23][CH2:22][CH2:21][C@@H:16]1[CH2:15][CH2:14][C:13]2[CH:12]=[C:11]([C@H:8]3[CH2:9][CH2:10][C@@:4]4([NH:3][C:2](=[O:1])[O:6][CH2:5]4)[CH2:7]3)[CH:20]=[CH:19][C:18]=2[CH2:17]1)([CH3:27])[CH3:26]. Given the reactants [O:1]=[C:2]1[O:6][CH2:5][C@:4]2([CH2:10][CH2:9][C@H:8]([C:11]3[CH:12]=[C:13]4[C:18](=[CH:19][CH:20]=3)[CH2:17][C@H:16]([CH2:21][CH2:22][CH:23]=[O:24])[CH2:15][CH2:14]4)[CH2:7]2)[NH:3]1.[CH:25](O[Si](C)(C)C)([CH3:27])[CH3:26].C([SiH](CC)CC)C, predict the reaction product. (3) Given the reactants [CH3:1][C:2]1[C:7]([C:8]2[CH:13]=[CH:12][CH:11]=[CH:10][C:9]=2[C:14]([F:17])([F:16])[F:15])=[N:6][N:5]2[C:18]([C:21]([OH:23])=O)=[CH:19][N:20]=[C:4]2[CH:3]=1.[NH2:24][C:25]1[CH:30]=[CH:29][N:28]=[CH:27][CH:26]=1, predict the reaction product. The product is: [CH3:1][C:2]1[C:7]([C:8]2[CH:13]=[CH:12][CH:11]=[CH:10][C:9]=2[C:14]([F:17])([F:15])[F:16])=[N:6][N:5]2[C:18]([C:21]([NH:24][C:25]3[CH:30]=[CH:29][N:28]=[CH:27][CH:26]=3)=[O:23])=[CH:19][N:20]=[C:4]2[CH:3]=1. (4) Given the reactants [CH3:1][O:2][C:3]1[C:4]([Cl:26])=[CH:5][C:6]([N+:23]([O-])=O)=[C:7]([NH:9][CH:10]2[CH2:15][CH2:14][N:13]([C:16]([O:18][C:19]([CH3:22])([CH3:21])[CH3:20])=[O:17])[CH2:12][CH2:11]2)[CH:8]=1.O.NN, predict the reaction product. The product is: [NH2:23][C:6]1[CH:5]=[C:4]([Cl:26])[C:3]([O:2][CH3:1])=[CH:8][C:7]=1[NH:9][CH:10]1[CH2:11][CH2:12][N:13]([C:16]([O:18][C:19]([CH3:22])([CH3:21])[CH3:20])=[O:17])[CH2:14][CH2:15]1. (5) Given the reactants [NH:1]1[CH2:7][CH2:6][CH2:5][CH2:4][CH2:3][CH:2]1[C:8]([OH:10])=[O:9].[N:11]([O-])=[O:12].[Na+].Cl.C(OCC)(=O)C, predict the reaction product. The product is: [N:11]([N:1]1[CH2:7][CH2:6][CH2:5][CH2:4][CH2:3][CH:2]1[C:8]([OH:10])=[O:9])=[O:12]. (6) The product is: [N:12]1[N:11]2[C:4]([OH:17])=[CH:3][C:2]([OH:6])=[N:9][C:10]2=[CH:14][CH:13]=1. Given the reactants [Na].[C:2]([O:6]CC)(=O)[CH:3]=[CH2:4].[NH2:9][C:10]1[CH:14]=[CH:13][NH:12][N:11]=1.CC[OH:17], predict the reaction product.